Dataset: Reaction yield outcomes from USPTO patents with 853,638 reactions. Task: Predict the reaction yield, written as a fraction of the theoretical maximum amount of product (1.0 means a 100% yield; for example, 0.34 means a 34% yield). The reactants are [Br:1][C:2]1[CH:3]=[C:4]([NH:9][C:10]([NH:12][CH2:13][CH2:14][CH2:15]Cl)=[O:11])[C:5]([CH3:8])=[N:6][CH:7]=1.C(=O)([O-])[O-].[Cs+].[Cs+]. The catalyst is CN(C=O)C.O. The product is [Br:1][C:2]1[CH:3]=[C:4]([N:9]2[CH2:15][CH2:14][CH2:13][NH:12][C:10]2=[O:11])[C:5]([CH3:8])=[N:6][CH:7]=1. The yield is 0.860.